From a dataset of Catalyst prediction with 721,799 reactions and 888 catalyst types from USPTO. Predict which catalyst facilitates the given reaction. (1) Reactant: [CH3:1][C:2]1[C:6]2[CH:7]=[CH:8][C:9]([C:11]([F:14])([F:13])[F:12])=[CH:10][C:5]=2[S:4][C:3]=1[C:15]([O:17]C)=[O:16].[OH-].[Na+]. Product: [CH3:1][C:2]1[C:6]2[CH:7]=[CH:8][C:9]([C:11]([F:12])([F:13])[F:14])=[CH:10][C:5]=2[S:4][C:3]=1[C:15]([OH:17])=[O:16]. The catalyst class is: 5. (2) Reactant: [N:1]1[N:5]2[C:6]([C:10]3[CH:11]=[C:12]([NH:16][C:17](=[O:28])[C:18]4[CH:23]=[CH:22][CH:21]=[C:20]([C:24]([F:27])([F:26])[F:25])[CH:19]=4)[CH:13]=[CH:14][CH:15]=3)=[CH:7][CH2:8][NH:9][C:4]2=[CH:3][CH:2]=1.CCN(C(C)C)C(C)C.Br[CH2:39][C:40]#[C:41][CH3:42]. Product: [CH2:39]([N:9]1[CH2:8][CH:7]=[C:6]([C:10]2[CH:11]=[C:12]([NH:16][C:17](=[O:28])[C:18]3[CH:23]=[CH:22][CH:21]=[C:20]([C:24]([F:25])([F:26])[F:27])[CH:19]=3)[CH:13]=[CH:14][CH:15]=2)[N:5]2[N:1]=[CH:2][CH:3]=[C:4]12)[C:40]#[C:41][CH3:42]. The catalyst class is: 3.